From a dataset of Forward reaction prediction with 1.9M reactions from USPTO patents (1976-2016). Predict the product of the given reaction. (1) Given the reactants Br[C:2]1[CH:7]=[CH:6][C:5]([C:8]2[N:12]=[C:11]([CH:13]3[CH2:18][CH2:17][CH2:16][CH2:15][CH2:14]3)[N:10]([CH3:19])[N:9]=2)=[CH:4][CH:3]=1.[Cu][C:21]#[N:22], predict the reaction product. The product is: [CH:13]1([C:11]2[N:10]([CH3:19])[N:9]=[C:8]([C:5]3[CH:6]=[CH:7][C:2]([C:21]#[N:22])=[CH:3][CH:4]=3)[N:12]=2)[CH2:18][CH2:17][CH2:16][CH2:15][CH2:14]1. (2) The product is: [NH2:10][C:5]1[C:4]([CH2:13][CH2:14][CH3:15])=[N:3][N:2]([CH3:1])[C:6]=1[C:7]([NH2:9])=[O:8]. Given the reactants [CH3:1][N:2]1[C:6]([C:7]([NH2:9])=[O:8])=[C:5]([N+:10]([O-])=O)[C:4]([CH2:13][CH2:14][CH3:15])=[N:3]1.[H][H], predict the reaction product. (3) Given the reactants [CH:1]1([N:4]([CH2:29][C:30]2[CH:35]=[CH:34][CH:33]=[C:32]([Cl:36])[C:31]=2[Cl:37])[C:5]([C@@H:7]2[C@:12]([C:14]3[CH:19]=[CH:18][C:17]([F:20])=[C:16]([F:21])[CH:15]=3)([OH:13])[CH2:11][CH2:10][N:9]([C:22]([O:24][C:25]([CH3:28])([CH3:27])[CH3:26])=[O:23])[CH2:8]2)=[O:6])[CH2:3][CH2:2]1.[H-].[Na+].[CH3:40]I, predict the reaction product. The product is: [CH:1]1([N:4]([CH2:29][C:30]2[CH:35]=[CH:34][CH:33]=[C:32]([Cl:36])[C:31]=2[Cl:37])[C:5]([C@@H:7]2[C@:12]([C:14]3[CH:19]=[CH:18][C:17]([F:20])=[C:16]([F:21])[CH:15]=3)([O:13][CH3:40])[CH2:11][CH2:10][N:9]([C:22]([O:24][C:25]([CH3:28])([CH3:27])[CH3:26])=[O:23])[CH2:8]2)=[O:6])[CH2:2][CH2:3]1. (4) Given the reactants [O:1]1[CH2:6][CH:5]=[C:4]([C:7]2[CH:12]=[C:11]([CH3:13])[C:10]([C:14]3[CH:15]=[CH:16][C:17]4[C:18]5[N:38]([CH:39]6[CH2:44][CH2:43][O:42][CH2:41][CH2:40]6)[N:37]=[CH:36][C:19]=5[C:20](=[O:35])[N:21](CC5C=CC(OC)=CC=5OC)[C:22]=4[CH:23]=3)=[C:9]([CH3:45])[CH:8]=2)[CH2:3][CH2:2]1.C1COCC1.[H][H], predict the reaction product. The product is: [CH3:13][C:11]1[CH:12]=[C:7]([CH:4]2[CH2:3][CH2:2][O:1][CH2:6][CH2:5]2)[CH:8]=[C:9]([CH3:45])[C:10]=1[C:14]1[CH:15]=[CH:16][C:17]2[C:18]3[N:38]([CH:39]4[CH2:44][CH2:43][O:42][CH2:41][CH2:40]4)[N:37]=[CH:36][C:19]=3[C:20](=[O:35])[NH:21][C:22]=2[CH:23]=1. (5) The product is: [I-:19].[Cl:7][C:6]1[N:5]([CH2:8][C:9]2[CH:18]=[CH:17][C:16]3[C:11](=[CH:12][CH:13]=[CH:14][CH:15]=3)[CH:10]=2)[CH2:4][NH+:3]([CH3:20])[C:2]=1[Cl:1]. Given the reactants [Cl:1][C:2]1[N:3]=[CH:4][N:5]([CH2:8][C:9]2[CH:18]=[CH:17][C:16]3[C:11](=[CH:12][CH:13]=[CH:14][CH:15]=3)[CH:10]=2)[C:6]=1[Cl:7].[I:19][CH3:20], predict the reaction product.